From a dataset of Full USPTO retrosynthesis dataset with 1.9M reactions from patents (1976-2016). Predict the reactants needed to synthesize the given product. (1) Given the product [CH2:16]([O:15][CH:14]1[C:13]([C:25]([C:32]2[CH:33]=[CH:34][CH:35]=[CH:36][CH:37]=2)([C:38]2[CH:43]=[CH:42][CH:41]=[CH:40][CH:39]=2)[O:26][SiH2:27][C:28]([CH3:31])([CH3:30])[CH3:29])([CH:23]=[CH2:24])[O:12][CH:11]([N:44]2[CH:52]=[N:51][C:50]3[C:45]2=[N:46][CH:47]=[N:48][C:49]=3[NH2:53])[CH2:10]1)[C:17]1[CH:22]=[CH:21][CH:20]=[CH:19][CH:18]=1, predict the reactants needed to synthesize it. The reactants are: C1(OC(=S)O[CH:10]2[CH:14]([O:15][CH2:16][C:17]3[CH:22]=[CH:21][CH:20]=[CH:19][CH:18]=3)[C:13]([C:25]([C:38]3[CH:43]=[CH:42][CH:41]=[CH:40][CH:39]=3)([C:32]3[CH:37]=[CH:36][CH:35]=[CH:34][CH:33]=3)[O:26][SiH2:27][C:28]([CH3:31])([CH3:30])[CH3:29])([CH:23]=[CH2:24])[O:12][CH:11]2[N:44]2[CH:52]=[N:51][C:50]3[C:45]2=[N:46][CH:47]=[N:48][C:49]=3[NH2:53])C=CC=CC=1.C([SnH](CCCC)CCCC)CCC.CC(N=NC(C#N)(C)C)(C#N)C. (2) Given the product [CH3:18][N:19]([CH3:24])[S:20]([N:13]1[CH2:14][CH2:15][N:10]([C:7]2[CH:6]=[CH:5][C:4]([N+:1]([O-:3])=[O:2])=[CH:9][CH:8]=2)[CH2:11][CH2:12]1)(=[O:22])=[O:21], predict the reactants needed to synthesize it. The reactants are: [N+:1]([C:4]1[CH:9]=[CH:8][C:7]([N:10]2[CH2:15][CH2:14][NH:13][CH2:12][CH2:11]2)=[CH:6][CH:5]=1)([O-:3])=[O:2].[H-].[Na+].[CH3:18][N:19]([CH3:24])[S:20](Cl)(=[O:22])=[O:21].